The task is: Predict the reaction yield, written as a fraction of the theoretical maximum amount of product (1.0 means a 100% yield; for example, 0.34 means a 34% yield).. This data is from Reaction yield outcomes from USPTO patents with 853,638 reactions. (1) The reactants are [Cl:1][C:2]1[C:6]([CH2:7][CH3:8])=[C:5]([C:9]2[CH:10]=[C:11]([C:14]([OH:16])=O)[S:12][CH:13]=2)[N:4]([CH3:17])[N:3]=1.[NH2:18][C@@H:19]([CH2:32][C:33]1[CH:38]=[CH:37][CH:36]=[CH:35][C:34]=1[C:39]([F:42])([F:41])[F:40])[CH2:20][N:21]1[C:29](=[O:30])[C:28]2[C:23](=[CH:24][CH:25]=[CH:26][CH:27]=2)[C:22]1=[O:31].CCN(C(C)C)C(C)C.F[P-](F)(F)(F)(F)F.Br[P+](N1CCCC1)(N1CCCC1)N1CCCC1. The catalyst is ClCCl. The product is [Cl:1][C:2]1[C:6]([CH2:7][CH3:8])=[C:5]([C:9]2[CH:10]=[C:11]([C:14]([NH:18][C@@H:19]([CH2:32][C:33]3[CH:38]=[CH:37][CH:36]=[CH:35][C:34]=3[C:39]([F:42])([F:40])[F:41])[CH2:20][N:21]3[C:29](=[O:30])[C:28]4[C:23](=[CH:24][CH:25]=[CH:26][CH:27]=4)[C:22]3=[O:31])=[O:16])[S:12][CH:13]=2)[N:4]([CH3:17])[N:3]=1. The yield is 0.680. (2) The reactants are C1C=C(O[C:8](OC2N=CC=CC=2)=[S:9])N=CC=1.[C:17]([C:21]1[CH:28]=[CH:27][C:24]([CH2:25][NH2:26])=[CH:23][CH:22]=1)([CH3:20])([CH3:19])[CH3:18].C(N(CC)CC)C. The catalyst is C(Cl)Cl. The product is [C:17]([C:21]1[CH:22]=[CH:23][C:24]([CH2:25][N:26]=[C:8]=[S:9])=[CH:27][CH:28]=1)([CH3:20])([CH3:18])[CH3:19]. The yield is 0.710. (3) The reactants are Cl[C:2](Cl)(Cl)[CH:3]([OH:5])O.S([O-])([O-])(=O)=O.[Na+].[Na+].C([C:17]1[CH:18]=[C:19]([CH:21]=[CH:22][CH:23]=1)[NH2:20])C.Cl.Cl.[NH2:26][OH:27]. The catalyst is O. The product is [CH:23]1[CH:22]=[CH:21][C:19]([NH:20][C:3](/[CH:2]=[N:26]/[OH:27])=[O:5])=[CH:18][CH:17]=1. The yield is 0.580. (4) The reactants are [Cl-].[Ce+3].[Cl-].[Cl-].[BH4-:5].[Na+].[C:7]([C:11]1[CH:12]=[C:13]([PH:23](=O)[C:24]2[CH:29]=[C:28]([C:30]([CH3:33])([CH3:32])[CH3:31])[C:27]([O:34][CH3:35])=[C:26]([C:36]([CH3:39])([CH3:38])[CH3:37])[CH:25]=2)[CH:14]=[C:15]([C:19]([CH3:22])([CH3:21])[CH3:20])[C:16]=1[O:17][CH3:18])([CH3:10])([CH3:9])[CH3:8].[H-].[Al+3].[Li+].[H-].[H-].[H-].Cl. The catalyst is C1COCC1.C1(C)C=CC=CC=1.O. The product is [C:30]([C:28]1[CH:29]=[C:24]([PH:23][C:13]2[CH:12]=[C:11]([C:7]([CH3:10])([CH3:9])[CH3:8])[C:16]([O:17][CH3:18])=[C:15]([C:19]([CH3:22])([CH3:21])[CH3:20])[CH:14]=2)[CH:25]=[C:26]([C:36]([CH3:39])([CH3:38])[CH3:37])[C:27]=1[O:34][CH3:35])([CH3:31])([CH3:32])[CH3:33].[BH3:5]. The yield is 0.396. (5) The product is [OH:11][C:8]([C:7]1[C:3]([C:2]([F:1])([F:12])[F:13])=[N:4][N:5]([CH2:21][C:22]2[NH:23][C:24](=[O:32])[C:25]3[CH:30]=[C:29]([CH3:31])[S:28][C:26]=3[N:27]=2)[CH:6]=1)([CH3:9])[CH3:10]. The reactants are [F:1][C:2]([F:13])([F:12])[C:3]1[C:7]([C:8]([OH:11])([CH3:10])[CH3:9])=[CH:6][NH:5][N:4]=1.CC(C)([O-])C.[K+].Cl[CH2:21][C:22]1[NH:23][C:24](=[O:32])[C:25]2[CH:30]=[C:29]([CH3:31])[S:28][C:26]=2[N:27]=1. The catalyst is C1COCC1. The yield is 0.0400. (6) The product is [CH:22]([C:25]1[CH:39]=[CH:38][C:28]([CH2:29][O:30][C:31]([N:16]2[CH2:17][CH2:18][CH2:19][CH:14]([C:10]3[CH:11]=[CH:12][CH:13]=[C:8]([O:7][C:5]([C:4]([O:3][CH2:1][CH3:2])=[O:21])([CH3:20])[CH3:6])[CH:9]=3)[CH2:15]2)=[O:32])=[CH:27][CH:26]=1)([CH3:24])[CH3:23]. The reactants are [CH2:1]([O:3][C:4](=[O:21])[C:5]([CH3:20])([O:7][C:8]1[CH:13]=[CH:12][CH:11]=[C:10]([CH:14]2[CH2:19][CH2:18][CH2:17][NH:16][CH2:15]2)[CH:9]=1)[CH3:6])[CH3:2].[CH:22]([C:25]1[CH:39]=[CH:38][C:28]([CH2:29][O:30][C:31](N2C=CN=C2)=[O:32])=[CH:27][CH:26]=1)([CH3:24])[CH3:23].Cl. The yield is 0.770. The catalyst is C1(C)C=CC=CC=1.O. (7) The reactants are C([O:4][C:5]1[CH:14]=[C:13]2[C:8]([C:9](=O)[NH:10][CH:11]=[N:12]2)=[CH:7][C:6]=1[O:16][CH3:17])(=O)C.S(Cl)([Cl:20])=O. The catalyst is CN(C)C=O. The product is [Cl:20][C:9]1[C:8]2[C:13](=[CH:14][C:5]([OH:4])=[C:6]([O:16][CH3:17])[CH:7]=2)[N:12]=[CH:11][N:10]=1. The yield is 0.750. (8) The reactants are [CH2:1]([N:5]1[C:10]([NH:11][CH2:12][CH2:13][C:14]2[CH:19]=[CH:18][C:17]([N+:20]([O-])=O)=[CH:16][CH:15]=2)=[CH:9][C:8](=[O:23])[N:7]([CH2:24][C:25]2[CH:30]=[CH:29][CH:28]=[CH:27][C:26]=2[F:31])[C:6]1=[O:32])[CH2:2][CH2:3][CH3:4].[Cl-].[NH4+:34]. The catalyst is CO.O.[Zn]. The product is [NH2:20][C:17]1[CH:18]=[CH:19][C:14]([CH2:13][C:12]2[NH:34][C:9]3[C:8](=[O:23])[N:7]([CH2:24][C:25]4[CH:30]=[CH:29][CH:28]=[CH:27][C:26]=4[F:31])[C:6](=[O:32])[N:5]([CH2:1][CH2:2][CH2:3][CH3:4])[C:10]=3[N:11]=2)=[CH:15][CH:16]=1. The yield is 0.870. (9) The reactants are [ClH:1].[CH:2]1[C:15]2[NH:14][C:13]3[C:8](=[CH:9][CH:10]=[CH:11][CH:12]=3)[S:7][C:6]=2[CH:5]=[CH:4][C:3]=1[C:16]1[N:17]=[C:18]([CH2:21][NH2:22])[S:19][CH:20]=1.[CH:23](=O)[CH2:24][CH2:25][CH2:26][CH3:27].C(=O)CC. No catalyst specified. The product is [ClH:1].[CH:2]1[C:15]2[NH:14][C:13]3[C:8](=[CH:9][CH:10]=[CH:11][CH:12]=3)[S:7][C:6]=2[CH:5]=[CH:4][C:3]=1[C:16]1[N:17]=[C:18]([CH2:21][NH:22][CH2:23][CH2:24][CH2:25][CH2:26][CH3:27])[S:19][CH:20]=1. The yield is 0.380. (10) The reactants are [N:1]1[C:10]2[C:5](=[CH:6][CH:7]=[CH:8][CH:9]=2)[C:4]([CH:11]=O)=[CH:3][CH:2]=1.[C:13]([CH2:15][C:16]([O:18][C:19]([CH3:22])([CH3:21])[CH3:20])=[O:17])#[N:14]. The catalyst is C(O)C. The product is [C:13]([C:15](=[CH:11][C:4]1[C:5]2[C:10](=[CH:9][CH:8]=[CH:7][CH:6]=2)[N:1]=[CH:2][CH:3]=1)[C:16]([O:18][C:19]([CH3:22])([CH3:21])[CH3:20])=[O:17])#[N:14]. The yield is 0.890.